Dataset: Reaction yield outcomes from USPTO patents with 853,638 reactions. Task: Predict the reaction yield, written as a fraction of the theoretical maximum amount of product (1.0 means a 100% yield; for example, 0.34 means a 34% yield). (1) The reactants are Br[C:2]1[CH:3]=[C:4]([C:8]2[C:9]3[C:14]([C:15]4C=CC=C[C:20]=4[CH:21]=2)=[CH:13][CH:12]=[CH:11][CH:10]=3)[CH:5]=[CH:6][CH:7]=1.[CH2:22]([Li])[CH2:23][CH2:24][CH3:25].[B:27](OC(C)C)([O:32]C(C)C)[O:28]C(C)C.Cl. The catalyst is ClCCl.CCCCCC.C1COCC1. The product is [CH:22]1[C:20]2[CH:21]=[C:8]([C:4]3[CH:3]=[C:2]([B:27]([OH:32])[OH:28])[CH:7]=[CH:6][CH:5]=3)[C:9]3[C:14](=[CH:13][CH:12]=[CH:11][CH:10]=3)[C:15]=2[CH:25]=[CH:24][CH:23]=1. The yield is 0.670. (2) The reactants are Cl[C:2]1[C:11]2[C:6](=[CH:7][C:8]([O:12][CH3:13])=[CH:9][CH:10]=2)[CH:5]=[CH:4][N:3]=1.[NH3:14]. The catalyst is C(O)CO.CO.[Cu-]=O. The product is [CH3:13][O:12][C:8]1[CH:7]=[C:6]2[C:11](=[CH:10][CH:9]=1)[C:2]([NH2:14])=[N:3][CH:4]=[CH:5]2. The yield is 0.720. (3) The reactants are [CH2:1]([O:8][C:9]1[CH:18]=[C:17]2[C:12]([C:13](=O)[NH:14][CH:15]=[N:16]2)=[CH:11][CH:10]=1)[C:2]1[CH:7]=[CH:6][CH:5]=[CH:4][CH:3]=1.P(Cl)(Cl)([Cl:22])=O. No catalyst specified. The yield is 0.900. The product is [CH2:1]([O:8][C:9]1[CH:18]=[C:17]2[C:12]([C:13]([Cl:22])=[N:14][CH:15]=[N:16]2)=[CH:11][CH:10]=1)[C:2]1[CH:7]=[CH:6][CH:5]=[CH:4][CH:3]=1. (4) The reactants are [NH2:1][C:2]1[C:10](Br)=[CH:9][C:8]([CH3:12])=[CH:7][C:3]=1[C:4]([NH2:6])=[O:5].CC1(C)C(C)(C)OB([C:21]2[CH:22]=[C:23]3[C:28](=[CH:29][CH:30]=2)[CH:27]=[C:26]([NH:31][C:32]([C:34]2[CH:38]=[CH:37][S:36][CH:35]=2)=[O:33])[CH:25]=[CH:24]3)O1.C([O-])([O-])=O.[K+].[K+].O1CCOCC1. The catalyst is [Pd].O. The product is [NH2:1][C:2]1[C:3]([C:4](=[O:5])[NH2:6])=[CH:7][C:8]([CH3:12])=[CH:9][C:10]=1[C:21]1[CH:22]=[C:23]2[C:28](=[CH:29][CH:30]=1)[CH:27]=[C:26]([NH:31][C:32]([C:34]1[CH:38]=[CH:37][S:36][CH:35]=1)=[O:33])[CH:25]=[CH:24]2. The yield is 0.100. (5) The reactants are [CH:1](/[C:5]1([CH3:45])[CH2:10][CH2:9][N:8]([C:11]2[N:16]3[N:17]=[C:18]([C:20]4[CH:21]=[C:22]([C:26]5[CH:31]=[C:30]([Cl:32])[CH:29]=[CH:28][C:27]=5[OH:33])[CH:23]=[CH:24][CH:25]=4)[CH:19]=[C:15]3[N:14]=[C:13]([CH3:34])[C:12]=2[C@H:35]([O:40][C:41]([CH3:44])([CH3:43])[CH3:42])[C:36]([O:38][CH3:39])=[O:37])[CH2:7][CH2:6]1)=[CH:2]\[CH:3]=[CH2:4].C([O-])([O-])=O.[K+].[K+].Br[CH2:53][CH:54]=[CH2:55]. The catalyst is CN(C=O)C. The product is [CH2:55]([O:33][C:27]1[CH:28]=[CH:29][C:30]([Cl:32])=[CH:31][C:26]=1[C:22]1[CH:23]=[CH:24][CH:25]=[C:20]([C:18]2[CH:19]=[C:15]3[N:14]=[C:13]([CH3:34])[C:12]([C@H:35]([O:40][C:41]([CH3:44])([CH3:43])[CH3:42])[C:36]([O:38][CH3:39])=[O:37])=[C:11]([N:8]4[CH2:7][CH2:6][C:5](/[CH:1]=[CH:2]/[CH:3]=[CH2:4])([CH3:45])[CH2:10][CH2:9]4)[N:16]3[N:17]=2)[CH:21]=1)[CH:54]=[CH2:53]. The yield is 0.940. (6) The reactants are [C:1]([S:4][CH2:5][CH:6]([CH2:9][CH2:10][CH2:11][CH3:12])[CH:7]=[O:8])(=[O:3])[CH3:2].O[CH:14]([CH:16]=[CH2:17])[CH3:15].C1(C)C=CC(S([O-])(=O)=O)=CC=1.[NH+]1C=CC=CC=1. No catalyst specified. The product is [C:1]([S:4][CH2:5][C:6]([CH2:15][CH2:14][CH2:16][CH3:17])([CH2:9]/[CH:10]=[CH:11]/[CH3:12])[CH:7]=[O:8])(=[O:3])[CH3:2]. The yield is 0.805.